The task is: Regression. Given a peptide amino acid sequence and an MHC pseudo amino acid sequence, predict their binding affinity value. This is MHC class I binding data.. This data is from Peptide-MHC class I binding affinity with 185,985 pairs from IEDB/IMGT. (1) The peptide sequence is HRCQAIRK. The MHC is HLA-B18:01 with pseudo-sequence HLA-B18:01. The binding affinity (normalized) is 0. (2) The peptide sequence is NLLCHIYSL. The MHC is HLA-B15:01 with pseudo-sequence HLA-B15:01. The binding affinity (normalized) is 0.301. (3) The peptide sequence is EYVVLLFLLL. The MHC is Patr-A0901 with pseudo-sequence Patr-A0901. The binding affinity (normalized) is 0.377. (4) The peptide sequence is AQRPAKYSY. The MHC is HLA-B58:01 with pseudo-sequence HLA-B58:01. The binding affinity (normalized) is 0.0847.